Dataset: Peptide-MHC class I binding affinity with 185,985 pairs from IEDB/IMGT. Task: Regression. Given a peptide amino acid sequence and an MHC pseudo amino acid sequence, predict their binding affinity value. This is MHC class I binding data. (1) The peptide sequence is LLAACFARSR. The MHC is Patr-A0401 with pseudo-sequence Patr-A0401. The binding affinity (normalized) is 0.298. (2) The peptide sequence is RPYGKFRAM. The MHC is HLA-A02:01 with pseudo-sequence HLA-A02:01. The binding affinity (normalized) is 0.0847. (3) The peptide sequence is SPYNSQNAVA. The MHC is HLA-B53:01 with pseudo-sequence HLA-B53:01. The binding affinity (normalized) is 0.106. (4) The peptide sequence is DTAIFTDAST. The MHC is HLA-A02:01 with pseudo-sequence HLA-A02:01. The binding affinity (normalized) is 0.248. (5) The peptide sequence is WEQDLQHGA. The MHC is Patr-B2401 with pseudo-sequence Patr-B2401. The binding affinity (normalized) is 0. (6) The peptide sequence is SRNSTHEMYW. The MHC is HLA-B44:03 with pseudo-sequence HLA-B44:03. The binding affinity (normalized) is 0.332. (7) The peptide sequence is RLRPGGKKKY. The MHC is HLA-B53:01 with pseudo-sequence HLA-B53:01. The binding affinity (normalized) is 0.000461. (8) The binding affinity (normalized) is 0.0847. The peptide sequence is ILYDTGSSW. The MHC is HLA-A31:01 with pseudo-sequence HLA-A31:01.